This data is from Drug-target binding data from BindingDB using IC50 measurements. The task is: Regression. Given a target protein amino acid sequence and a drug SMILES string, predict the binding affinity score between them. We predict pIC50 (pIC50 = -log10(IC50 in M); higher means more potent). Dataset: bindingdb_ic50. The small molecule is N=C(CC1CCCCC1)P(=O)(O)CC(Cc1ccccc1I)C(=O)O. The target protein (P16444) has sequence MWSGWWLWPLVAVCTADFFRDEAERIMRDSPVIDGHNDLPWQLLDMFNNRLQDERANLTTLAGTHTNIPKLRAGFVGGQFWSVYTPCDTQNKDAVRRTLEQMDVVHRMCRMYPETFLYVTSSAGIRQAFREGKVASLIGVEGGHSIDSSLGVLRALYQLGMRYLTLTHSCNTPWADNWLVDTGDSEPQSQGLSPFGQRVVKELNRLGVLIDLAHVSVATMKATLQLSRAPVIFSHSSAYSVCASRRNVPDDVLRLVKQTDSLVMVNFYNNYISCTNKANLSQVADHLDHIKEVAGARAVGFGGDFDGVPRVPEGLEDVSKYPDLIAELLRRNWTEAEVKGALADNLLRVFEAVEQASNLTQAPEEEPIPLDQLGGSCRTHYGYSSGASSLHRHWGLLLASLAPLVLCLSLL. The pIC50 is 6.0.